This data is from TCR-epitope binding with 47,182 pairs between 192 epitopes and 23,139 TCRs. The task is: Binary Classification. Given a T-cell receptor sequence (or CDR3 region) and an epitope sequence, predict whether binding occurs between them. (1) The epitope is IQYIDIGNY. The TCR CDR3 sequence is CASSPRSLSYEQYF. Result: 0 (the TCR does not bind to the epitope). (2) The epitope is VTEHDTLLY. The TCR CDR3 sequence is CASSSLERGWETQYF. Result: 1 (the TCR binds to the epitope). (3) The epitope is FLKEKGGL. The TCR CDR3 sequence is CASSFEAGQGFFSNQPQHF. Result: 1 (the TCR binds to the epitope). (4) The epitope is LLLGIGILV. The TCR CDR3 sequence is CASSTASYEQYF. Result: 1 (the TCR binds to the epitope). (5) The epitope is SEPVLKGVKL. The TCR CDR3 sequence is CASLGETYEQYF. Result: 1 (the TCR binds to the epitope). (6) The epitope is FLLNKEMYL. The TCR CDR3 sequence is CSARTGVEQYF. Result: 0 (the TCR does not bind to the epitope).